This data is from Reaction yield outcomes from USPTO patents with 853,638 reactions. The task is: Predict the reaction yield, written as a fraction of the theoretical maximum amount of product (1.0 means a 100% yield; for example, 0.34 means a 34% yield). (1) The reactants are [O:1]=[C:2]1[NH:6][C:5](=[O:7])[C:4](=[CH:8][C:9]2[CH:33]=[CH:32][C:12]([O:13][C:14]3[CH:19]=[CH:18][C:17]([C:20](=[CH:24][C:25]4[CH:30]=[CH:29][C:28]([CH3:31])=[CH:27][CH:26]=4)[C:21]([OH:23])=[O:22])=[CH:16][CH:15]=3)=[CH:11][CH:10]=2)[S:3]1.C([O-])=O.[NH4+]. The catalyst is C(O)(=O)C.[Pd]. The product is [O:1]=[C:2]1[NH:6][C:5](=[O:7])[CH:4]([CH2:8][C:9]2[CH:10]=[CH:11][C:12]([O:13][C:14]3[CH:15]=[CH:16][C:17]([C:20](=[CH:24][C:25]4[CH:26]=[CH:27][C:28]([CH3:31])=[CH:29][CH:30]=4)[C:21]([OH:23])=[O:22])=[CH:18][CH:19]=3)=[CH:32][CH:33]=2)[S:3]1. The yield is 0.591. (2) The reactants are C([N:8]1[CH2:16][CH:15]2[CH:10]([C:11](=[O:29])[N:12]([C:17]3[CH:22]=[CH:21][C:20]([O:23][CH2:24][C:25]([F:28])([F:27])[F:26])=[CH:19][CH:18]=3)[CH2:13][CH2:14]2)[CH2:9]1)C1C=CC=CC=1.[CH3:42][C:41]([O:40][C:38](O[C:38]([O:40][C:41]([CH3:44])([CH3:43])[CH3:42])=[O:39])=[O:39])([CH3:44])[CH3:43]. The product is [C:41]([O:40][C:38]([N:8]1[CH2:16][CH:15]2[CH:10]([C:11](=[O:29])[N:12]([C:17]3[CH:22]=[CH:21][C:20]([O:23][CH2:24][C:25]([F:28])([F:27])[F:26])=[CH:19][CH:18]=3)[CH2:13][CH2:14]2)[CH2:9]1)=[O:39])([CH3:42])([CH3:43])[CH3:44]. The yield is 0.340. The catalyst is CO.[Pd]. (3) The catalyst is C(O)C.O. The reactants are [CH2:1]([O:6][C:7]1[CH:8]=[C:9]([CH:24]=[CH:25][CH:26]=1)[CH2:10][CH:11]1[CH:15]([C:16]2[CH:21]=[CH:20][CH:19]=[C:18]([Cl:22])[CH:17]=2)[O:14]C(=O)[NH:12]1)[C:2]([CH3:5])([CH3:4])[CH3:3].[OH-].[Na+]. The product is [NH2:12][CH:11]([CH2:10][C:9]1[CH:24]=[CH:25][CH:26]=[C:7]([O:6][CH2:1][C:2]([CH3:5])([CH3:4])[CH3:3])[CH:8]=1)[CH:15]([C:16]1[CH:21]=[CH:20][CH:19]=[C:18]([Cl:22])[CH:17]=1)[OH:14]. The yield is 0.790. (4) The catalyst is S(=O)(=O)(O)O. The reactants are [F:1][C:2]1[CH:7]=[C:6]([OH:8])[CH:5]=[CH:4][C:3]=1[C:9](=[O:11])[CH3:10].[N+:12]([O-])([O-:14])=[O:13].[K+]. The product is [F:1][C:2]1[CH:7]=[C:6]([OH:8])[C:5]([N+:12]([O-:14])=[O:13])=[CH:4][C:3]=1[C:9](=[O:11])[CH3:10]. The yield is 0.710. (5) The reactants are [CH2:1]([N:8]([CH2:13][C:14]([OH:16])=O)[CH2:9][C:10]([OH:12])=O)[C:2]1[CH:7]=[CH:6][CH:5]=[CH:4][CH:3]=1.C(OC(=O)C)(=O)C.[CH:24]1[CH:29]=[CH:28][C:27]([CH2:30][CH2:31][NH2:32])=[CH:26][CH:25]=1.C(OC(C)C)(=O)C.N1C=CN=C1.C(=O)([O-])[O-].[K+].[K+]. The catalyst is O. The product is [CH2:1]([N:8]1[CH2:9][C:10](=[O:12])[N:32]([CH2:31][CH2:30][C:27]2[CH:28]=[CH:29][CH:24]=[CH:25][CH:26]=2)[C:14](=[O:16])[CH2:13]1)[C:2]1[CH:3]=[CH:4][CH:5]=[CH:6][CH:7]=1. The yield is 0.915. (6) The reactants are Cl[C:2]1[CH:7]=[C:6]([Cl:8])[CH:5]=[CH:4][C:3]=1/[C:9](=[N:19]/[OH:20])/[CH:10]1[CH2:15][CH2:14][N:13]([C:16](=[O:18])[CH3:17])[CH2:12][CH2:11]1.CC(C)([O-])C.[K+]. The catalyst is C1COCC1. The product is [Cl:8][C:6]1[CH:5]=[CH:4][C:3]2[C:9]([CH:10]3[CH2:15][CH2:14][N:13]([C:16](=[O:18])[CH3:17])[CH2:12][CH2:11]3)=[N:19][O:20][C:2]=2[CH:7]=1. The yield is 0.750. (7) The yield is 0.970. No catalyst specified. The product is [C:19]([C:21]1[CH:22]=[C:23]([S:28]([NH:31][C:32]2[S:33][CH:34]=[CH:35][N:36]=2)(=[O:30])=[O:29])[CH:24]=[CH:25][C:26]=1[O:18][C:8]1[CH:9]=[CH:10][C:11]([O:13][C:14]([F:15])([F:16])[F:17])=[CH:12][C:7]=1[C:6]1[N:2]([CH3:1])[N:3]=[CH:4][CH:5]=1)#[N:20]. The reactants are [CH3:1][N:2]1[C:6]([C:7]2[CH:12]=[C:11]([O:13][C:14]([F:17])([F:16])[F:15])[CH:10]=[CH:9][C:8]=2[OH:18])=[CH:5][CH:4]=[N:3]1.[C:19]([C:21]1[CH:22]=[C:23]([S:28]([NH:31][C:32]2[S:33][CH:34]=[CH:35][N:36]=2)(=[O:30])=[O:29])[CH:24]=[CH:25][C:26]=1F)#[N:20]. (8) The reactants are [H-].[Na+].[C:3]([C:7]1[CH:12]=[C:11]([CH3:13])[CH:10]=[CH:9][C:8]=1[OH:14])([CH3:6])([CH3:5])[CH3:4].[CH2:15]([O:17][P:18](Cl)(=[O:22])[O:19][CH2:20][CH3:21])[CH3:16]. The catalyst is C1COCC1. The product is [P:18]([O:19][CH2:20][CH3:21])([O:17][CH2:15][CH3:16])([O:14][C:8]1[CH:9]=[CH:10][C:11]([CH3:13])=[CH:12][C:7]=1[C:3]([CH3:6])([CH3:5])[CH3:4])=[O:22]. The yield is 1.00. (9) The reactants are [CH3:1][O:2][C:3]1[C:19]([CH3:20])=[C:18]([CH3:21])[C:17]([O:22][CH3:23])=[C:16]([CH3:24])[C:4]=1[CH2:5][C:6]1[CH:7]=[CH:8][C:9]([OH:15])=[C:10]([CH:14]=1)[C:11]([OH:13])=[O:12].[C:25](OC(=O)C)(=[O:27])[CH3:26]. The catalyst is O. The product is [CH3:1][O:2][C:3]1[C:19]([CH3:20])=[C:18]([CH3:21])[C:17]([O:22][CH3:23])=[C:16]([CH3:24])[C:4]=1[CH2:5][C:6]1[CH:7]=[CH:8][C:9]([O:15][C:25](=[O:27])[CH3:26])=[C:10]([CH:14]=1)[C:11]([OH:13])=[O:12]. The yield is 0.990. (10) The reactants are C(OC([N:8]1[CH2:13][CH:12]=[C:11]([C:14]2[CH:32]=[N:31][C:17]3[NH:18][CH2:19][CH2:20][N:21]([CH2:22][C:23]4[CH:28]=[C:27]([Cl:29])[CH:26]=[CH:25][C:24]=4[Cl:30])[C:16]=3[CH:15]=2)[CH2:10][CH2:9]1)=O)(C)(C)C. The catalyst is C(Cl)Cl.FC(F)(F)C(O)=O. The product is [Cl:30][C:24]1[CH:25]=[CH:26][C:27]([Cl:29])=[CH:28][C:23]=1[CH2:22][N:21]1[CH2:20][CH2:19][NH:18][C:17]2[N:31]=[CH:32][C:14]([C:11]3[CH2:12][CH2:13][NH:8][CH2:9][CH:10]=3)=[CH:15][C:16]1=2. The yield is 0.840.